From a dataset of Reaction yield outcomes from USPTO patents with 853,638 reactions. Predict the reaction yield, written as a fraction of the theoretical maximum amount of product (1.0 means a 100% yield; for example, 0.34 means a 34% yield). (1) The yield is 0.610. The product is [F:19][C:20]1[CH:25]=[C:24]([CH:23]=[CH:22][CH:21]=1)[CH2:8][C:9]1[O:13][N:12]=[C:11]([C:14]([O:16][CH2:17][CH3:18])=[O:15])[CH:10]=1. The reactants are COCCOC.Br[CH2:8][C:9]1[O:13][N:12]=[C:11]([C:14]([O:16][CH2:17][CH3:18])=[O:15])[CH:10]=1.[F:19][C:20]1[CH:21]=[C:22](B(O)O)[CH:23]=[CH:24][CH:25]=1.C(=O)([O-])[O-].[Na+].[Na+]. The catalyst is C1C=CC([P]([Pd]([P](C2C=CC=CC=2)(C2C=CC=CC=2)C2C=CC=CC=2)([P](C2C=CC=CC=2)(C2C=CC=CC=2)C2C=CC=CC=2)[P](C2C=CC=CC=2)(C2C=CC=CC=2)C2C=CC=CC=2)(C2C=CC=CC=2)C2C=CC=CC=2)=CC=1.O. (2) The reactants are Cl[CH2:2][C:3]1[N:4]=[C:5]([C:9]2[CH:18]=[CH:17][C:12]([C:13]([O:15][CH3:16])=[O:14])=[CH:11][CH:10]=2)[O:6][C:7]=1[CH3:8].[CH3:19][N:20]([CH2:22][C:23]1[CH:28]=[CH:27][C:26]([S:29]([O-:31])=[O:30])=[CH:25][CH:24]=1)[CH3:21].[Li+].C(=O)([O-])[O-].[K+].[K+].O. The catalyst is CN(C)C=O. The product is [CH3:21][N:20]([CH2:22][C:23]1[CH:28]=[CH:27][C:26]([S:29]([CH2:2][C:3]2[N:4]=[C:5]([C:9]3[CH:18]=[CH:17][C:12]([C:13]([O:15][CH3:16])=[O:14])=[CH:11][CH:10]=3)[O:6][C:7]=2[CH3:8])(=[O:30])=[O:31])=[CH:25][CH:24]=1)[CH3:19]. The yield is 0.160. (3) The yield is 0.210. The catalyst is CN(C)C=O. The reactants are [F:1][C:2]1[CH:7]=[C:6]([F:8])[CH:5]=[CH:4][C:3]=1[C:9]1[N:10]([S:19]([C:22]2[CH:27]=[CH:26][CH:25]=[C:24]([F:28])[CH:23]=2)(=[O:21])=[O:20])[CH:11]=[C:12]2[CH:16]([NH:17][CH3:18])[CH2:15][CH2:14][C:13]=12.C(=O)([O-])[O-].[Na+].[Na+].Cl[CH2:36][C:37]1[O:38][C:39](=[O:43])[O:40][C:41]=1[CH3:42].O. The product is [F:1][C:2]1[CH:7]=[C:6]([F:8])[CH:5]=[CH:4][C:3]=1[C:9]1[N:10]([S:19]([C:22]2[CH:27]=[CH:26][CH:25]=[C:24]([F:28])[CH:23]=2)(=[O:21])=[O:20])[CH:11]=[C:12]2[CH:16]([N:17]([CH2:36][C:37]3[O:38][C:39](=[O:43])[O:40][C:41]=3[CH3:42])[CH3:18])[CH2:15][CH2:14][C:13]=12. (4) The reactants are [O:1]=[C:2]1[C:7]2[CH:8]=[CH:9][CH:10]=[CH:11][C:6]=2[S:5][C:4]([C:12]2[N:17]=[C:16]([C:18]([O:20]C(C)(C)C)=[O:19])[CH:15]=[CH:14][CH:13]=2)=[N:3]1.C(OC(C)C)(C)C. The catalyst is FC(F)(F)C(O)=O. The product is [O:1]=[C:2]1[C:7]2[CH:8]=[CH:9][CH:10]=[CH:11][C:6]=2[S:5][C:4]([C:12]2[N:17]=[C:16]([C:18]([OH:20])=[O:19])[CH:15]=[CH:14][CH:13]=2)=[N:3]1. The yield is 0.730. (5) The catalyst is C1(C)C=CC=CC=1.O. The yield is 0.220. The reactants are [O:1]=[C:2]1[C:10]2([C:14]3=[CH:15][C:16]4[O:20][CH2:19][O:18][C:17]=4[CH:21]=[C:13]3[O:12][CH2:11]2)[C:9]2[C:4](=[CH:5][CH:6]=[CH:7][CH:8]=2)[N:3]1[CH2:22][C:23](O)=O.[F:26][C:27]1[CH:28]=[C:29]([NH2:34])[C:30]([NH2:33])=[CH:31][CH:32]=1. The product is [F:26][C:27]1[CH:32]=[CH:31][C:30]2[NH:33][C:23]([CH2:22][N:3]3[C:4]4[C:9](=[CH:8][CH:7]=[CH:6][CH:5]=4)[C:10]4([C:14]5=[CH:15][C:16]6[O:20][CH2:19][O:18][C:17]=6[CH:21]=[C:13]5[O:12][CH2:11]4)[C:2]3=[O:1])=[N:34][C:29]=2[CH:28]=1.